This data is from Forward reaction prediction with 1.9M reactions from USPTO patents (1976-2016). The task is: Predict the product of the given reaction. (1) Given the reactants [Si:1]([O:8][CH2:9][CH2:10][C@H:11]1[C:16]2[CH:17]=[CH:18][C:19]([S:21]([NH2:24])(=[O:23])=[O:22])=[CH:20][C:15]=2[CH2:14][CH2:13][O:12]1)([C:4]([CH3:7])([CH3:6])[CH3:5])([CH3:3])[CH3:2].[CH3:25]N.N, predict the reaction product. The product is: [Si:1]([O:8][CH2:9][CH2:10][C@H:11]1[C:16]2[CH:17]=[CH:18][C:19]([S:21]([NH:24][CH3:25])(=[O:22])=[O:23])=[CH:20][C:15]=2[CH2:14][CH2:13][O:12]1)([C:4]([CH3:7])([CH3:5])[CH3:6])([CH3:3])[CH3:2]. (2) The product is: [Cl:18][C:19]1[CH:26]=[CH:25][C:22]([CH2:23][N:4]2[CH:5]=[CH:6][CH:7]=[C:2]([OH:1])[C:3]2=[O:8])=[CH:21][CH:20]=1. Given the reactants [OH:1][C:2]1[C:3](=[O:8])[NH:4][CH:5]=[CH:6][CH:7]=1.C[Si](C)(C)N[Si](C)(C)C.[Cl:18][C:19]1[CH:26]=[CH:25][C:22]([CH2:23]Cl)=[CH:21][CH:20]=1.[I-].[K+], predict the reaction product.